Task: Binary Classification. Given a T-cell receptor sequence (or CDR3 region) and an epitope sequence, predict whether binding occurs between them.. Dataset: TCR-epitope binding with 47,182 pairs between 192 epitopes and 23,139 TCRs (1) The epitope is QASQEVKNW. The TCR CDR3 sequence is CASSSLQGNGQPQHF. Result: 0 (the TCR does not bind to the epitope). (2) The epitope is FLASKIGRLV. The TCR CDR3 sequence is CSVVFWGREGYEQYF. Result: 0 (the TCR does not bind to the epitope).